Dataset: Catalyst prediction with 721,799 reactions and 888 catalyst types from USPTO. Task: Predict which catalyst facilitates the given reaction. (1) Reactant: [O:1]=[C:2]1[C:6](=[CH:7][C:8]2[O:12][C:11]([C:13]3[CH:14]=[C:15]([CH:19]=[CH:20][CH:21]=3)[C:16]([OH:18])=O)=[CH:10][CH:9]=2)[S:5][C:4](=[S:22])[NH:3]1.[CH3:23][N:24]1[CH2:30][CH2:29][CH2:28][NH:27][CH2:26][CH2:25]1.C1C=CC2N(O)N=NC=2C=1.CCN=C=NCCCN(C)C.CCN(C(C)C)C(C)C. The catalyst class is: 34. Product: [CH3:23][N:24]1[CH2:30][CH2:29][CH2:28][N:27]([C:16]([C:15]2[CH:14]=[C:13]([C:11]3[O:12][C:8]([CH:7]=[C:6]4[S:5][C:4](=[S:22])[NH:3][C:2]4=[O:1])=[CH:9][CH:10]=3)[CH:21]=[CH:20][CH:19]=2)=[O:18])[CH2:26][CH2:25]1. (2) Reactant: Cl.Br[C:3]1[CH:8]=[C:7]([CH3:9])[CH:6]=[CH:5][N:4]=1.[CH3:10][C:11]1[CH:18]=[CH:17][C:16]([CH3:19])=[CH:15][C:12]=1[CH2:13][SH:14].[OH-:20].[Na+].O. Product: [CH3:10][C:11]1[CH:18]=[CH:17][C:16]([CH3:19])=[CH:15][C:12]=1[CH2:13][S:14][C:3]1[CH:8]=[C:7]([CH3:9])[CH:6]=[CH:5][N+:4]=1[O-:20]. The catalyst class is: 3. (3) Product: [CH2:1]([N:8]1[CH2:13][CH2:12][C:11]([NH:16][CH2:17][CH3:18])([C:14]([NH2:15])=[O:19])[CH2:10][CH2:9]1)[C:2]1[CH:3]=[CH:4][CH:5]=[CH:6][CH:7]=1. The catalyst class is: 2. Reactant: [CH2:1]([N:8]1[CH2:13][CH2:12][C:11]([NH:16][CH2:17][CH3:18])([C:14]#[N:15])[CH2:10][CH2:9]1)[C:2]1[CH:7]=[CH:6][CH:5]=[CH:4][CH:3]=1.[OH:19]S(O)(=O)=O. (4) Reactant: [I-].[OH:2][C:3]1[CH:17]=[CH:16][CH:15]=[CH:14][C:4]=1[C:5](=O)[CH2:6][N+]1C=CC=CC=1.[OH:18][C:19]1[CH:24]=[CH:23][CH:22]=[CH:21][C:20]=1[C:25](=O)[CH:26]=[CH:27][C:28]1[CH:33]=[CH:32][C:31]([N:34]([CH3:36])[CH3:35])=[CH:30][CH:29]=1.C([O-])(=O)C.[NH4+:42].C(O)(=O)C. Product: [OH:18][C:19]1[CH:24]=[CH:23][CH:22]=[CH:21][C:20]=1[C:25]1[CH:26]=[C:27]([C:28]2[CH:33]=[CH:32][C:31]([N:34]([CH3:36])[CH3:35])=[CH:30][CH:29]=2)[CH:6]=[C:5]([C:4]2[CH:14]=[CH:15][CH:16]=[CH:17][C:3]=2[OH:2])[N:42]=1. The catalyst class is: 6.